This data is from NCI-60 drug combinations with 297,098 pairs across 59 cell lines. The task is: Regression. Given two drug SMILES strings and cell line genomic features, predict the synergy score measuring deviation from expected non-interaction effect. Synergy scores: CSS=16.6, Synergy_ZIP=-4.93, Synergy_Bliss=-1.53, Synergy_Loewe=-4.45, Synergy_HSA=-4.58. Drug 1: CC(CN1CC(=O)NC(=O)C1)N2CC(=O)NC(=O)C2. Drug 2: CC1=C(C=C(C=C1)C(=O)NC2=CC(=CC(=C2)C(F)(F)F)N3C=C(N=C3)C)NC4=NC=CC(=N4)C5=CN=CC=C5. Cell line: OVCAR-8.